This data is from Full USPTO retrosynthesis dataset with 1.9M reactions from patents (1976-2016). The task is: Predict the reactants needed to synthesize the given product. The reactants are: [CH3:1][O:2][C:3]1[CH:12]=[CH:11][C:6]([C:7]([O:9][CH3:10])=[O:8])=[C:5]([N+:13]([O-])=O)[CH:4]=1. Given the product [NH2:13][C:5]1[CH:4]=[C:3]([O:2][CH3:1])[CH:12]=[CH:11][C:6]=1[C:7]([O:9][CH3:10])=[O:8], predict the reactants needed to synthesize it.